This data is from Forward reaction prediction with 1.9M reactions from USPTO patents (1976-2016). The task is: Predict the product of the given reaction. (1) The product is: [F:33][C:24]([F:23])([F:32])[C:25](=[O:26])[CH:10]([CH3:11])[C:9]([C:6]1[CH:7]=[N:8][C:37]([O:36][CH3:35])=[CH:39][CH:5]=1)=[O:12]. Given the reactants COC1[N:8]=[CH:7][C:6]([C:9](=[O:12])[CH2:10][CH3:11])=[CH:5]C=1.[Li+].C[Si]([N-][Si](C)(C)C)(C)C.[F:23][C:24]([F:33])([F:32])[C:25](N1C=CN=C1)=[O:26].C[CH2:35][O:36][C:37]([CH3:39])=O, predict the reaction product. (2) Given the reactants Br[C:2]1[CH:3]=[N:4][CH:5]=[C:6]2[C:11]=1[N:10]=[C:9]([C:12]([NH:14][CH:15]([C:17]([OH:20])([CH3:19])[CH3:18])[CH3:16])=[O:13])[CH:8]=[CH:7]2.[C:21]1([CH3:30])[CH:26]=[CH:25][CH:24]=[CH:23][C:22]=1B(O)O, predict the reaction product. The product is: [OH:20][C:17]([CH3:19])([CH3:18])[CH:15]([NH:14][C:12]([C:9]1[CH:8]=[CH:7][C:6]2[C:11](=[C:2]([C:22]3[CH:23]=[CH:24][CH:25]=[CH:26][C:21]=3[CH3:30])[CH:3]=[N:4][CH:5]=2)[N:10]=1)=[O:13])[CH3:16]. (3) Given the reactants [O:1]1[C@@:5]2([CH:10]3[CH2:11][CH2:12][N:7]([CH2:8][CH2:9]3)[CH2:6]2)[CH2:4][NH:3][C:2]1=[O:13].Br[C:15]1[S:16][C:17]([N:20]2[CH:24]=[CH:23][CH:22]=[N:21]2)=[CH:18][CH:19]=1, predict the reaction product. The product is: [N:21]1[N:20]([C:17]2[S:16][C:15]([N:3]3[CH2:4][C@:5]4([CH:10]5[CH2:11][CH2:12][N:7]([CH2:8][CH2:9]5)[CH2:6]4)[O:1][C:2]3=[O:13])=[CH:19][CH:18]=2)[CH:24]=[CH:23][CH:22]=1. (4) The product is: [CH:8]1([CH:6]([OH:7])[CH:5]([N:11]([CH2:12][C:13]2[CH:18]=[CH:17][CH:16]=[CH:15][CH:14]=2)[CH2:19][C:20]2[CH:25]=[CH:24][CH:23]=[CH:22][CH:21]=2)[C:4]([OH:26])=[O:3])[CH2:10][CH2:9]1. Given the reactants C([O:3][C:4](=[O:26])[CH:5]([N:11]([CH2:19][C:20]1[CH:25]=[CH:24][CH:23]=[CH:22][CH:21]=1)[CH2:12][C:13]1[CH:18]=[CH:17][CH:16]=[CH:15][CH:14]=1)[CH:6]([CH:8]1[CH2:10][CH2:9]1)[OH:7])C.O.[OH-].[Li+], predict the reaction product. (5) Given the reactants CCCCCC.Br[C:8]1[CH:13]=[CH:12][C:11]([O:14][CH2:15][CH3:16])=[CH:10][C:9]=1[CH3:17].[CH2:18]([O:25][C@@H:26]1[C@@H:32]([O:33][CH2:34][C:35]2[CH:40]=[CH:39][CH:38]=[CH:37][CH:36]=2)[C@H:31]([O:41][CH2:42][C:43]2[CH:48]=[CH:47][CH:46]=[CH:45][CH:44]=2)[C@@H:30]([CH2:49][O:50][CH2:51][C:52]2[CH:57]=[CH:56][CH:55]=[CH:54][CH:53]=2)[S:29][C:27]1([C:58]1[CH:63]=[CH:62][C:61]([Cl:64])=[C:60]([CH:65]=[O:66])[CH:59]=1)[OH:28])[C:19]1[CH:24]=[CH:23][CH:22]=[CH:21][CH:20]=1.[Cl-].[NH4+], predict the reaction product. The product is: [CH2:18]([O:25][C@@H:26]1[C@@H:32]([O:33][CH2:34][C:35]2[CH:36]=[CH:37][CH:38]=[CH:39][CH:40]=2)[C@H:31]([O:41][CH2:42][C:43]2[CH:48]=[CH:47][CH:46]=[CH:45][CH:44]=2)[C@@H:30]([CH2:49][O:50][CH2:51][C:52]2[CH:53]=[CH:54][CH:55]=[CH:56][CH:57]=2)[S:29][C:27]1([C:58]1[CH:63]=[CH:62][C:61]([Cl:64])=[C:60]([CH:65]([C:8]2[CH:13]=[CH:12][C:11]([O:14][CH2:15][CH3:16])=[CH:10][C:9]=2[CH3:17])[OH:66])[CH:59]=1)[OH:28])[C:19]1[CH:20]=[CH:21][CH:22]=[CH:23][CH:24]=1. (6) Given the reactants [CH3:1][N:2]1[C:6]([C:7]2[S:11][C:10]([S:12]([NH:15][C:16]3[CH:17]=[C:18]([CH:31]=[CH:32][CH:33]=3)[C:19]([NH:21][C:22]3[CH:30]=[CH:29][C:25]([C:26]([OH:28])=[O:27])=[CH:24][CH:23]=3)=[O:20])(=[O:14])=[O:13])=[CH:9][CH:8]=2)=[CH:5][C:4]([C:34]([F:37])([F:36])[F:35])=[N:3]1.CN1C(C2SC(S(Cl)(=O)=O)=CC=2)=[CH:42][C:41](C(F)(F)F)=N1, predict the reaction product. The product is: [CH2:41]([O:27][C:26](=[O:28])[C:25]1[CH:29]=[CH:30][C:22]([NH:21][C:19](=[O:20])[C:18]2[CH:31]=[CH:32][CH:33]=[C:16]([NH:15][S:12]([C:10]3[S:11][C:7]([C:6]4[N:2]([CH3:1])[N:3]=[C:4]([C:34]([F:35])([F:37])[F:36])[CH:5]=4)=[CH:8][CH:9]=3)(=[O:14])=[O:13])[CH:17]=2)=[CH:23][CH:24]=1)[CH3:42]. (7) Given the reactants [Cl:1][C:2]1[CH:7]=[CH:6][C:5]([CH:8](O)[CH3:9])=[CH:4][C:3]=1[F:11].[C:12]1(=[O:22])[NH:16][C:15](=[O:17])[C:14]2=[CH:18][CH:19]=[CH:20][CH:21]=[C:13]12.C1(P(C2C=CC=CC=2)C2C=CC=CC=2)C=CC=CC=1.N(C(OC(C)C)=O)=NC(OC(C)C)=O, predict the reaction product. The product is: [Cl:1][C:2]1[CH:7]=[CH:6][C:5]([CH:8]([N:16]2[C:12](=[O:22])[C:13]3[C:14](=[CH:18][CH:19]=[CH:20][CH:21]=3)[C:15]2=[O:17])[CH3:9])=[CH:4][C:3]=1[F:11].